Task: Predict the reaction yield, written as a fraction of the theoretical maximum amount of product (1.0 means a 100% yield; for example, 0.34 means a 34% yield).. Dataset: Reaction yield outcomes from USPTO patents with 853,638 reactions (1) The reactants are [BH4-].[Na+].[C:3]([O:7][C:8](=[O:21])[CH2:9][C:10](=[O:20])[CH2:11][CH2:12][C:13]1[CH:18]=[CH:17][C:16]([I:19])=[CH:15][CH:14]=1)([CH3:6])([CH3:5])[CH3:4]. The catalyst is CO. The product is [C:3]([O:7][C:8](=[O:21])[CH2:9][CH:10]([OH:20])[CH2:11][CH2:12][C:13]1[CH:14]=[CH:15][C:16]([I:19])=[CH:17][CH:18]=1)([CH3:6])([CH3:4])[CH3:5]. The yield is 0.820. (2) The reactants are [CH:1]1([C:4]([N:6]2[CH2:11][CH2:10][N:9]([C:12]([C:14]3[CH:15]=[C:16]([CH:19]=[CH:20][CH:21]=3)C=O)=[O:13])[CH2:8][CH2:7]2)=[O:5])[CH2:3][CH2:2]1.[CH:22](=[N:29]/[C:30]1[CH:38]=[CH:37][CH:36]=C2C=1COC2=O)\[C:23]1[CH:28]=[CH:27][CH:26]=[CH:25][CH:24]=1.[CH3:40][O-:41].[Na+].[CH3:43]O.[C:45]([O:49][CH2:50]C)(=[O:48])[CH2:46][CH3:47]. No catalyst specified. The product is [CH:1]1([C:4]([N:6]2[CH2:7][CH2:8][N:9]([C:12]([C:14]3[CH:15]=[C:16]([CH:43]4[C:40](=[O:41])[C:47]5[C:46]([C:45]([O:49][CH3:50])=[O:48])=[CH:36][CH:37]=[CH:38][C:30]=5[NH:29][CH:22]4[C:23]4[CH:24]=[CH:25][CH:26]=[CH:27][CH:28]=4)[CH:19]=[CH:20][CH:21]=3)=[O:13])[CH2:10][CH2:11]2)=[O:5])[CH2:2][CH2:3]1. The yield is 0.120.